From a dataset of Forward reaction prediction with 1.9M reactions from USPTO patents (1976-2016). Predict the product of the given reaction. (1) Given the reactants [C:1]1([CH2:7][C:8]([O:10][CH2:11][CH3:12])=[O:9])[CH:6]=[CH:5][CH:4]=[CH:3][CH:2]=1.[Li+].[CH3:14]C([N-]C(C)C)C.CI.[Br:23][CH2:24][CH2:25][CH2:26]Br.[NH4+].[Cl-], predict the reaction product. The product is: [CH2:11]([O:10][C:8](=[O:9])[C:7]([CH3:14])([C:1]1[CH:6]=[CH:5][CH:4]=[CH:3][CH:2]=1)[CH2:26][CH2:25][CH2:24][Br:23])[CH3:12]. (2) Given the reactants [CH3:1][O:2][CH:3]([O:15][CH3:16])[C:4](=O)[CH2:5][C:6]([C:8]1[CH:13]=[CH:12][N:11]=[CH:10][CH:9]=1)=O.Cl.[F:18][C:19]1[CH:24]=[CH:23][C:22]([NH:25][NH2:26])=[CH:21][CH:20]=1, predict the reaction product. The product is: [CH3:1][O:2][CH:3]([O:15][CH3:16])[C:4]1[CH:5]=[C:6]([C:8]2[CH:13]=[CH:12][N:11]=[CH:10][CH:9]=2)[N:25]([C:22]2[CH:23]=[CH:24][C:19]([F:18])=[CH:20][CH:21]=2)[N:26]=1. (3) The product is: [CH2:14]([C:16]1[N:20]([CH2:21][CH2:22][CH2:23][CH:24]([CH3:26])[CH3:25])[C:19]([CH2:27][NH:1][CH2:2][C:3]2[N:8]=[C:7]([CH3:9])[CH:6]=[C:5]([C:10]([O:12][CH3:13])=[O:11])[CH:4]=2)=[N:18][CH:17]=1)[CH3:15]. Given the reactants [NH2:1][CH2:2][C:3]1[N:8]=[C:7]([CH3:9])[CH:6]=[C:5]([C:10]([O:12][CH3:13])=[O:11])[CH:4]=1.[CH2:14]([C:16]1[N:20]([CH2:21][CH2:22][CH2:23][CH:24]([CH3:26])[CH3:25])[C:19]([CH:27]=O)=[N:18][CH:17]=1)[CH3:15], predict the reaction product.